Predict the reactants needed to synthesize the given product. From a dataset of Full USPTO retrosynthesis dataset with 1.9M reactions from patents (1976-2016). Given the product [OH:27][CH:28]1[CH2:33][CH2:32][CH2:31][N:30]([C:16]2[CH:15]=[CH:14][C:13]3[NH:12][CH:11]=[C:10]4[C:25](=[O:26])[N:7]([C:1]5[CH:6]=[CH:5][CH:4]=[CH:3][CH:2]=5)[N:8]=[C:9]4[C:18]=3[N:17]=2)[CH2:29]1, predict the reactants needed to synthesize it. The reactants are: [C:1]1([N:7]2[C:25](=[O:26])[C:10]3=[CH:11][NH:12][C:13]4[CH:14]=[CH:15][C:16](N5CCNCC5)=[N:17][C:18]=4[C:9]3=[N:8]2)[CH:6]=[CH:5][CH:4]=[CH:3][CH:2]=1.[OH:27][CH:28]1[CH2:33][CH2:32][CH2:31][NH:30][CH2:29]1.